Dataset: Catalyst prediction with 721,799 reactions and 888 catalyst types from USPTO. Task: Predict which catalyst facilitates the given reaction. (1) Reactant: Br[CH2:2][C:3]1[C:4]([C:19]([O:21][C:22]([CH3:25])([CH3:24])[CH3:23])=[O:20])=[C:5]([CH:15]=[CH:16][C:17]=1[Cl:18])[O:6][C:7](=[CH:12][O:13][CH3:14])[C:8]([O:10][CH3:11])=[O:9].[CH3:26][S-:27].[Na+].C(=O)([O-])[O-].[K+].[K+].O. Product: [C:22]([O:21][C:19]([C:4]1[C:3]([CH2:2][S:27][CH3:26])=[C:17]([Cl:18])[CH:16]=[CH:15][C:5]=1[O:6][C:7](=[CH:12][O:13][CH3:14])[C:8]([O:10][CH3:11])=[O:9])=[O:20])([CH3:25])([CH3:24])[CH3:23]. The catalyst class is: 115. (2) Reactant: [H-].[Na+].[Br:3][C:4]1[CH:9]=[CH:8][C:7]([CH2:10][CH2:11][OH:12])=[CH:6][CH:5]=1.[CH2:13](Br)[C:14]1[CH:19]=[CH:18][CH:17]=[CH:16][CH:15]=1.[Cl-].[NH4+]. Product: [CH2:13]([O:12][CH2:11][CH2:10][C:7]1[CH:8]=[CH:9][C:4]([Br:3])=[CH:5][CH:6]=1)[C:14]1[CH:19]=[CH:18][CH:17]=[CH:16][CH:15]=1. The catalyst class is: 57. (3) Reactant: [CH2:1](I)[CH3:2].CN(C=O)C.[OH:9][C:10]1[C:18]2[O:17][C:16]([CH3:20])([CH3:19])[C:15](=[O:21])[C:14]=2[C:13]([CH3:22])=[C:12]([N:23]2[CH2:28][CH2:27][N:26]([C:29]3[CH:34]=[CH:33][C:32]([O:35][CH3:36])=[CH:31][CH:30]=3)[CH2:25][CH2:24]2)[C:11]=1[CH3:37].C(=O)([O-])[O-].[K+].[K+]. Product: [CH2:1]([O:9][C:10]1[C:18]2[O:17][C:16]([CH3:19])([CH3:20])[C:15](=[O:21])[C:14]=2[C:13]([CH3:22])=[C:12]([N:23]2[CH2:28][CH2:27][N:26]([C:29]3[CH:34]=[CH:33][C:32]([O:35][CH3:36])=[CH:31][CH:30]=3)[CH2:25][CH2:24]2)[C:11]=1[CH3:37])[CH3:2]. The catalyst class is: 84. (4) Reactant: [OH:1][C@H:2]1[C@H:22]([O:23][CH3:24])[C@@H:21]([C:25]([O-:27])=[O:26])[C@@H:20]2[C@@H:4]([CH2:5][N:6]3[C@H:18]([CH2:19]2)[C:17]2[NH:16][C:15]4[C:10](=[CH:11][CH:12]=[C:13]([O:28][CH3:29])[CH:14]=4)[C:9]=2[CH2:8][CH2:7]3)[CH2:3]1.[CH2:30]([O:32][C:33](=[O:44])[CH2:34][C:35]1[CH:40]=[CH:39][C:38]([C:41](O)=[O:42])=[CH:37][CH:36]=1)[CH3:31].[CH2:45]1CCC(N=C=NC2CCCCC2)CC1. Product: [CH2:30]([O:32][C:33](=[O:44])[CH2:34][C:35]1[CH:40]=[CH:39][C:38]([C:41]([O:1][C@H:2]2[C@H:22]([O:23][CH3:24])[C@@H:21]([C:25]([O:27][CH3:45])=[O:26])[C@@H:20]3[C@@H:4]([CH2:5][N:6]4[C@H:18]([CH2:19]3)[C:17]3[NH:16][C:15]5[C:10](=[CH:11][CH:12]=[C:13]([O:28][CH3:29])[CH:14]=5)[C:9]=3[CH2:8][CH2:7]4)[CH2:3]2)=[O:42])=[CH:37][CH:36]=1)[CH3:31]. The catalyst class is: 79. (5) Reactant: [F:1][C:2]1[CH:3]=[CH:4][C:5]([CH2:28][CH2:29][C:30]2[CH:35]=[CH:34][C:33]([O:36]C)=[CH:32][C:31]=2[CH3:38])=[C:6]([C:8]2[N:13]=[C:12]([N:14]3[C:18]([C:19]([F:22])([F:21])[F:20])=[C:17]([C:23]([O:25][CH2:26][CH3:27])=[O:24])[CH:16]=[N:15]3)[CH:11]=[CH:10][CH:9]=2)[CH:7]=1.B(Br)(Br)Br. Product: [F:1][C:2]1[CH:3]=[CH:4][C:5]([CH2:28][CH2:29][C:30]2[CH:35]=[CH:34][C:33]([OH:36])=[CH:32][C:31]=2[CH3:38])=[C:6]([C:8]2[N:13]=[C:12]([N:14]3[C:18]([C:19]([F:22])([F:20])[F:21])=[C:17]([C:23]([O:25][CH2:26][CH3:27])=[O:24])[CH:16]=[N:15]3)[CH:11]=[CH:10][CH:9]=2)[CH:7]=1. The catalyst class is: 46. (6) Reactant: Cl[C:2]1[N:3]=[C:4]([OH:19])[C:5]2[N:11]=[C:10]([C:12]3[CH:17]=[CH:16][C:15]([F:18])=[CH:14][CH:13]=3)[CH:9]=[CH:8][C:6]=2[N:7]=1.[F:20][C:21]1[CH:28]=[CH:27][C:24]([CH2:25][NH2:26])=[CH:23][CH:22]=1.Cl. Product: [F:20][C:21]1[CH:28]=[CH:27][C:24]([CH2:25][NH:26][C:2]2[N:3]=[C:4]([OH:19])[C:5]3[N:11]=[C:10]([C:12]4[CH:17]=[CH:16][C:15]([F:18])=[CH:14][CH:13]=4)[CH:9]=[CH:8][C:6]=3[N:7]=2)=[CH:23][CH:22]=1. The catalyst class is: 12. (7) Reactant: [CH:1]1[C:6]2[C:7]([NH:9][C:10](=[O:11])[C:5]=2[CH:4]=[N:3][CH:2]=1)=[O:8].[H-].[Na+].CI.[C:16](OCC)(=O)C. Product: [CH3:16][N:9]1[C:7](=[O:8])[C:6]2[CH:1]=[CH:2][N:3]=[CH:4][C:5]=2[C:10]1=[O:11]. The catalyst class is: 9.